From a dataset of Full USPTO retrosynthesis dataset with 1.9M reactions from patents (1976-2016). Predict the reactants needed to synthesize the given product. (1) Given the product [Cl:20][C:9]1[C:10]2[CH:16]=[CH:15][N:14]=[CH:13][C:11]=2[N:12]=[C:7]([C:4]2[CH:5]=[CH:6][N:1]=[CH:2][CH:3]=2)[N:8]=1, predict the reactants needed to synthesize it. The reactants are: [N:1]1[CH:6]=[CH:5][C:4]([C:7]2[N:8]=[C:9](O)[C:10]3[CH:16]=[CH:15][N:14]=[CH:13][C:11]=3[N:12]=2)=[CH:3][CH:2]=1.O=P(Cl)(Cl)[Cl:20]. (2) Given the product [C:22]([O:21][C:19]([N:26]1[CH2:31][CH2:30][N:29]([C:2]2[CH:18]=[CH:17][C:5]([C:6](=[O:7])[NH:8][C:9]3[CH:14]=[CH:13][C:12]([I:15])=[C:11]([CH3:16])[CH:10]=3)=[CH:4][N:3]=2)[CH2:28][CH2:27]1)=[O:20])([CH3:25])([CH3:23])[CH3:24], predict the reactants needed to synthesize it. The reactants are: Cl[C:2]1[CH:18]=[CH:17][C:5]([C:6]([NH:8][C:9]2[CH:14]=[CH:13][C:12]([I:15])=[C:11]([CH3:16])[CH:10]=2)=[O:7])=[CH:4][N:3]=1.[C:19]([N:26]1[CH2:31][CH2:30][NH:29][CH2:28][CH2:27]1)([O:21][C:22]([CH3:25])([CH3:24])[CH3:23])=[O:20].C(OC(N1CCN(C2C=CC(C(=O)NC3C=CC(C)=C(I)C=3)=CN=2)CC1)=O)(C)(C)C. (3) Given the product [OH:25][C:23]([CH3:26])([CH3:24])[C@@H:22]([NH:21][C:11]([C:10]1[CH:9]=[N:8][N:6]2[CH:7]=[C:2]([CH3:1])[C:3]([N:14]3[CH:18]=[N:17][C:16]([CH3:19])=[N:15]3)=[N:4][C:5]=12)=[O:13])[C:27]1[CH:28]=[CH:29][C:30]([O:33][C:34]([F:35])([F:36])[F:37])=[CH:31][CH:32]=1, predict the reactants needed to synthesize it. The reactants are: [CH3:1][C:2]1[C:3]([N:14]2[CH:18]=[N:17][C:16]([CH3:19])=[N:15]2)=[N:4][C:5]2[N:6]([N:8]=[CH:9][C:10]=2[C:11]([OH:13])=O)[CH:7]=1.Cl.[NH2:21][C@@H:22]([C:27]1[CH:32]=[CH:31][C:30]([O:33][C:34]([F:37])([F:36])[F:35])=[CH:29][CH:28]=1)[C:23]([CH3:26])([OH:25])[CH3:24].O.ON1C2C=CC=CC=2N=N1.Cl.CN(C)CCCN=C=NCC. (4) Given the product [F:17][C:4]1[C:9]([C:10]#[N:11])=[C:8]([I:12])[C:7]([O:13][CH3:14])=[C:6]([O:15][CH3:16])[CH:5]=1, predict the reactants needed to synthesize it. The reactants are: [N+]([C:4]1[C:9]([C:10]#[N:11])=[C:8]([I:12])[C:7]([O:13][CH3:14])=[C:6]([O:15][CH3:16])[CH:5]=1)([O-])=O.[F-:17].C([NH3+])(C)(C)C.O.C(Cl)Cl.